Dataset: Forward reaction prediction with 1.9M reactions from USPTO patents (1976-2016). Task: Predict the product of the given reaction. (1) Given the reactants FF.[C:3]([C:7]1[CH:12]=[C:11]([CH3:13])[CH:10]=[C:9](C(C)(C)C)[C:8]=1O)([CH3:6])([CH3:5])[CH3:4].[Cl-].[Al+3].[Cl-].[Cl-], predict the reaction product. The product is: [C:3]([C:7]1[CH:12]=[CH:11][C:10]2[C:10]3[C:11](=[CH:12][C:7]([C:3]([CH3:6])([CH3:4])[CH3:5])=[CH:8][CH:9]=3)[CH2:13][C:9]=2[CH:8]=1)([CH3:6])([CH3:5])[CH3:4]. (2) Given the reactants [OH:1][C:2]1[C:16]([CH3:17])=[CH:15][C:5]2[C:6]([CH2:9][C:10]([O:12][CH2:13][CH3:14])=[O:11])=[CH:7][O:8][C:4]=2[C:3]=1[CH3:18].C(N(CC)CC)C.F[B-](F)(F)F.[CH:31]([C:34]1[CH:35]=[C:36]([I+][C:36]2[CH:37]=[CH:38][C:39]([O:40][CH3:41])=[C:34]([CH:31]([CH3:33])[CH3:32])[CH:35]=2)[CH:37]=[CH:38][C:39]=1[O:40][CH3:41])([CH3:33])[CH3:32], predict the reaction product. The product is: [CH:31]([C:34]1[CH:35]=[C:36]([CH:37]=[CH:38][C:39]=1[O:40][CH3:41])[O:1][C:2]1[C:16]([CH3:17])=[CH:15][C:5]2[C:6]([CH2:9][C:10]([O:12][CH2:13][CH3:14])=[O:11])=[CH:7][O:8][C:4]=2[C:3]=1[CH3:18])([CH3:33])[CH3:32]. (3) Given the reactants [C:1]([O:5][C:6](=[O:16])[NH:7][C:8]1[CH:13]=[C:12]([CH2:14]Br)[CH:11]=[CH:10][N:9]=1)([CH3:4])([CH3:3])[CH3:2].[N-:17]=[N+:18]=[N-:19].[Na+], predict the reaction product. The product is: [C:1]([O:5][C:6](=[O:16])[NH:7][C:8]1[CH:13]=[C:12]([CH2:14][N:17]=[N+:18]=[N-:19])[CH:11]=[CH:10][N:9]=1)([CH3:4])([CH3:3])[CH3:2]. (4) Given the reactants [Cl:1][C:2]1[CH:7]=[CH:6][C:5]([F:8])=[CH:4][C:3]=1[C:9]1[N:10]=[C:11]2[CH:16]=[CH:15][N:14]=[CH:13][N:12]2[C:17]=1[C:18]([O:20]CC)=[O:19].[Li+].[OH-], predict the reaction product. The product is: [Cl:1][C:2]1[CH:7]=[CH:6][C:5]([F:8])=[CH:4][C:3]=1[C:9]1[N:10]=[C:11]2[CH:16]=[CH:15][N:14]=[CH:13][N:12]2[C:17]=1[C:18]([OH:20])=[O:19]. (5) Given the reactants [N:1]1[CH:6]=[CH:5][CH:4]=[CH:3][C:2]=1[C:7](O[C:7]([C:2]1[CH:3]=[CH:4][CH:5]=[CH:6][N:1]=1)=O)=O.[OH:18][C:19]1[CH:24]=[C:23]([OH:25])[CH:22]=[CH:21][C:20]=1[C:26](=O)[CH2:27][C:28]1[CH:33]=[CH:32][C:31]([OH:34])=[CH:30][CH:29]=1.N1C=CC=CC=1C1C(C2C=CC=CC=2)=CC2C(=CC=CC=2)O1, predict the reaction product. The product is: [OH:34][C:31]1[CH:32]=[CH:33][C:28]([C:27]2[CH:7]([C:2]3[CH:3]=[CH:4][CH:5]=[CH:6][N:1]=3)[O:18][C:19]3[C:20]([CH:26]=2)=[CH:21][CH:22]=[C:23]([OH:25])[CH:24]=3)=[CH:29][CH:30]=1. (6) Given the reactants [C:1]1([C:11]2[C:24]3[C:19](=[CH:20][CH:21]=[CH:22][CH:23]=3)[C:18](B(O)O)=[C:17]3[C:12]=2[CH:13]=[CH:14][CH:15]=[CH:16]3)[C:10]2[C:5](=[CH:6][CH:7]=[CH:8][CH:9]=2)[CH:4]=[CH:3][CH:2]=1.FC(F)(F)S(O[C:34]1[CH:43]=[CH:42][C:41]2[C:36](=[CH:37][C:38]([O:44][CH3:45])=[CH:39][CH:40]=2)[CH:35]=1)(=O)=O.P([O-])([O-])([O-])=O.[K+].[K+].[K+].C1(C(=CC(=CC=1)C)C)C, predict the reaction product. The product is: [CH3:45][O:44][C:38]1[CH:37]=[C:36]2[C:41]([CH:42]=[CH:43][C:34]([C:18]3[C:17]4[C:12]([C:11]([C:1]5[C:10]6[C:5](=[CH:6][CH:7]=[CH:8][CH:9]=6)[CH:4]=[CH:3][CH:2]=5)=[C:24]5[C:19]=3[CH:20]=[CH:21][CH:22]=[CH:23]5)=[CH:13][CH:14]=[CH:15][CH:16]=4)=[CH:35]2)=[CH:40][CH:39]=1. (7) The product is: [CH3:15][C:13]1[N:14]=[C:9]([NH:8][CH2:7][CH2:6][C:5]2[CH:20]=[CH:21][C:2]([NH:1][C:29](=[O:31])[CH3:30])=[CH:3][CH:4]=2)[C:10]2[CH:18]=[C:17]([CH3:19])[S:16][C:11]=2[N:12]=1. Given the reactants [NH2:1][C:2]1[CH:21]=[CH:20][C:5]([CH2:6][CH2:7][NH:8][C:9]2[C:10]3[CH:18]=[C:17]([CH3:19])[S:16][C:11]=3[N:12]=[C:13]([CH3:15])[N:14]=2)=[CH:4][CH:3]=1.C(N(CC)CC)C.[C:29](Cl)(=[O:31])[CH3:30].O, predict the reaction product. (8) Given the reactants [Cl:1][S:2]([OH:5])(=O)=[O:3].[CH:6]1[CH:11]=[CH:10][C:9]([CH2:12][N:13]2[C:22](=[O:23])[C:21]3[C:16](=[CH:17][CH:18]=[CH:19][CH:20]=3)[C:14]2=[O:15])=[CH:8][CH:7]=1, predict the reaction product. The product is: [O:23]=[C:22]1[C:21]2[C:16](=[CH:17][CH:18]=[CH:19][CH:20]=2)[C:14](=[O:15])[N:13]1[CH2:12][C:9]1[CH:8]=[CH:7][C:6]([S:2]([Cl:1])(=[O:5])=[O:3])=[CH:11][CH:10]=1.